The task is: Predict the reactants needed to synthesize the given product.. This data is from Full USPTO retrosynthesis dataset with 1.9M reactions from patents (1976-2016). (1) Given the product [CH:4]([C@H:6]1[CH2:10][N:9]([C:11]([O:13][C:14]([CH3:17])([CH3:15])[CH3:16])=[O:12])[CH2:8][C@@H:7]1[C:18]([O:20][C:21]([CH3:24])([CH3:23])[CH3:22])=[O:19])=[O:5], predict the reactants needed to synthesize it. The reactants are: CON(C)[C:4]([C@H:6]1[CH2:10][N:9]([C:11]([O:13][C:14]([CH3:17])([CH3:16])[CH3:15])=[O:12])[CH2:8][C@@H:7]1[C:18]([O:20][C:21]([CH3:24])([CH3:23])[CH3:22])=[O:19])=[O:5].[H-].[Al+3].[Li+].[H-].[H-].[H-].O.Cl. (2) Given the product [CH2:1]([C@@H:5]1[N:10]([C:29]([C:26]2[CH:25]=[C:24]([C:19]3[CH:20]=[CH:21][CH:22]=[CH:23][C:18]=3[O:17][CH3:16])[O:28][N:27]=2)=[O:30])[CH2:9][C@H:8]([CH2:11][CH:12]([CH3:14])[CH3:13])[NH:7][C:6]1=[O:15])[CH:2]([CH3:4])[CH3:3], predict the reactants needed to synthesize it. The reactants are: [CH2:1]([C@@H:5]1[NH:10][CH2:9][C@H:8]([CH2:11][CH:12]([CH3:14])[CH3:13])[NH:7][C:6]1=[O:15])[CH:2]([CH3:4])[CH3:3].[CH3:16][O:17][C:18]1[CH:23]=[CH:22][CH:21]=[CH:20][C:19]=1[C:24]1[O:28][N:27]=[C:26]([C:29](O)=[O:30])[CH:25]=1.C([C@@H]1N(C(=O)/C=C/C2C=CC=CC=2)C[C@H](CC(C)C)NC1=O)C(C)C. (3) Given the product [OH:27][CH:23]([CH2:22][N:28]1[CH:2]=[C:1]([C:3]2[CH:4]=[C:5]([CH3:20])[CH:6]=[C:7]([NH:9][C:10]3[CH:15]=[C:14]([C:16]([F:18])([F:19])[F:17])[CH:13]=[CH:12][N:11]=3)[N:8]=2)[N:30]=[N:29]1)[C:24]([OH:26])=[O:25], predict the reactants needed to synthesize it. The reactants are: [C:1]([C:3]1[N:8]=[C:7]([NH:9][C:10]2[CH:15]=[C:14]([C:16]([F:19])([F:18])[F:17])[CH:13]=[CH:12][N:11]=2)[CH:6]=[C:5]([CH3:20])[CH:4]=1)#[CH:2].Cl[CH2:22][CH:23]([OH:27])[C:24]([OH:26])=[O:25].[N-:28]=[N+:29]=[N-:30].[Na+].O=C1O[C@H]([C@H](CO)O)C([O-])=C1O.[Na+]. (4) Given the product [CH3:5][C:6]1[C:12]([CH3:13])=[CH:11][C:9]([C:18]#[N:19])=[C:8]([N+:14]([O-:16])=[O:15])[CH:7]=1, predict the reactants needed to synthesize it. The reactants are: N([O-])=O.[Na+].[CH3:5][C:6]1[C:12]([CH3:13])=[CH:11][C:9](N)=[C:8]([N+:14]([O-:16])=[O:15])[CH:7]=1.[Cu][C:18]#[N:19].[C-]#N.[Na+].C(=O)([O-])[O-].[Na+].[Na+]. (5) Given the product [N+:8]([C:5]1[CH:6]=[CH:7][C:2]([O:15][CH:13]([CH3:14])[C:12]([F:17])([F:16])[F:11])=[N:3][CH:4]=1)([O-:10])=[O:9], predict the reactants needed to synthesize it. The reactants are: Cl[C:2]1[CH:7]=[CH:6][C:5]([N+:8]([O-:10])=[O:9])=[CH:4][N:3]=1.[F:11][C:12]([F:17])([F:16])[CH:13]([OH:15])[CH3:14].[H-].[Na+]. (6) Given the product [CH:1]1([C:5]2[CH:6]=[CH:7][CH:8]=[C:9]3[C:13]=2[N:12]([CH2:14][CH2:15][O:16][CH3:17])[CH:11]=[C:10]3[C:18]([N:38]2[CH2:39][CH2:40][CH:35]([C:30]3[CH:29]=[C:28]([CH:33]=[CH:32][C:31]=3[F:34])[CH2:27][NH:26][C:24](=[O:25])[C:23]([F:42])([F:41])[F:22])[CH2:36][CH2:37]2)=[O:20])[CH2:2][CH2:3][CH2:4]1, predict the reactants needed to synthesize it. The reactants are: [CH:1]1([C:5]2[CH:6]=[CH:7][CH:8]=[C:9]3[C:13]=2[N:12]([CH2:14][CH2:15][O:16][CH3:17])[CH:11]=[C:10]3[C:18]([OH:20])=O)[CH2:4][CH2:3][CH2:2]1.Cl.[F:22][C:23]([F:42])([F:41])[C:24]([NH:26][CH2:27][C:28]1[CH:33]=[CH:32][C:31]([F:34])=[C:30]([CH:35]2[CH2:40][CH2:39][NH:38][CH2:37][CH2:36]2)[CH:29]=1)=[O:25]. (7) Given the product [Cl:15][C:8]1[O:7][C:6]([CH2:10][C:11]([O:13][CH3:14])=[O:12])=[C:5]([C:3]([O:2][CH3:1])=[O:4])[CH:9]=1, predict the reactants needed to synthesize it. The reactants are: [CH3:1][O:2][C:3]([C:5]1[CH:9]=[CH:8][O:7][C:6]=1[CH2:10][C:11]([O:13][CH3:14])=[O:12])=[O:4].[Cl:15]N1C(=O)CCC1=O.